From a dataset of Forward reaction prediction with 1.9M reactions from USPTO patents (1976-2016). Predict the product of the given reaction. Given the reactants [C:1]([N:5]1[C:9](=[O:10])[C:8](Cl)=[C:7]([C:12]2[CH:17]=[CH:16][CH:15]=[CH:14][CH:13]=2)[S:6]1(=[O:19])=[O:18])([CH3:4])([CH3:3])[CH3:2].Cl.Cl.[N:22]1[CH:27]=[CH:26][CH:25]=[CH:24][C:23]=1[N:28]1[CH2:33][CH2:32][CH:31]([NH2:34])[CH2:30][CH2:29]1, predict the reaction product. The product is: [C:1]([N:5]1[C:9](=[O:10])[C:8]([NH:34][CH:31]2[CH2:32][CH2:33][N:28]([C:23]3[CH:24]=[CH:25][CH:26]=[CH:27][N:22]=3)[CH2:29][CH2:30]2)=[C:7]([C:12]2[CH:17]=[CH:16][CH:15]=[CH:14][CH:13]=2)[S:6]1(=[O:19])=[O:18])([CH3:4])([CH3:3])[CH3:2].